From a dataset of Forward reaction prediction with 1.9M reactions from USPTO patents (1976-2016). Predict the product of the given reaction. (1) Given the reactants CC([S-])C.[Na+].[CH3:6][N:7]([CH3:39])[C:8]([C:10]1[CH:15]=[CH:14][C:13]([C:16]2[N:21]=[C:20]3[O:22][C:23]4[C:28]([CH:29]([C:30]5([C:34]([O:36]CC)=[O:35])[CH2:33][CH2:32][CH2:31]5)[C:19]3=[CH:18][CH:17]=2)=[CH:27][CH:26]=[CH:25][CH:24]=4)=[CH:12][CH:11]=1)=[O:9].Cl.C(OCC)(=O)C, predict the reaction product. The product is: [CH3:6][N:7]([CH3:39])[C:8]([C:10]1[CH:15]=[CH:14][C:13]([C:16]2[N:21]=[C:20]3[O:22][C:23]4[C:28]([CH:29]([C:30]5([C:34]([OH:36])=[O:35])[CH2:33][CH2:32][CH2:31]5)[C:19]3=[CH:18][CH:17]=2)=[CH:27][CH:26]=[CH:25][CH:24]=4)=[CH:12][CH:11]=1)=[O:9]. (2) Given the reactants [C:1](=[O:43])(SCC)[O:2][CH2:3][O:4][C:5](=[O:39])[CH2:6][CH2:7][C:8](=[O:38])[NH:9][C:10]([CH2:29][CH2:30][C:31]([O:33][C:34]([CH3:37])([CH3:36])[CH3:35])=[O:32])([CH2:20][CH2:21][C:22]([O:24][C:25]([CH3:28])([CH3:27])[CH3:26])=[O:23])[CH2:11][CH2:12][C:13]([O:15][C:16]([CH3:19])([CH3:18])[CH3:17])=[O:14].S(Cl)([Cl:47])(=O)=O, predict the reaction product. The product is: [Cl:47][C:1]([O:2][CH2:3][O:4][C:5](=[O:39])[CH2:6][CH2:7][C:8](=[O:38])[NH:9][C:10]([CH2:29][CH2:30][C:31]([O:33][C:34]([CH3:37])([CH3:36])[CH3:35])=[O:32])([CH2:20][CH2:21][C:22]([O:24][C:25]([CH3:28])([CH3:27])[CH3:26])=[O:23])[CH2:11][CH2:12][C:13]([O:15][C:16]([CH3:19])([CH3:18])[CH3:17])=[O:14])=[O:43]. (3) Given the reactants [F:1][C:2](=[C:16]([F:18])[F:17])[CH2:3][CH2:4][CH2:5][CH2:6][CH:7]([C:12](=O)[CH2:13][CH3:14])[C:8](OC)=[O:9].[NH2:19][C:20]1[N:24]=[CH:23][NH:22][N:21]=1, predict the reaction product. The product is: [CH2:13]([C:12]1[C:7]([CH2:6][CH2:5][CH2:4][CH2:3][C:2]([F:1])=[C:16]([F:18])[F:17])=[C:8]([OH:9])[N:21]2[N:22]=[CH:23][N:24]=[C:20]2[N:19]=1)[CH3:14].